The task is: Regression. Given a peptide amino acid sequence and an MHC pseudo amino acid sequence, predict their binding affinity value. This is MHC class I binding data.. This data is from Peptide-MHC class I binding affinity with 185,985 pairs from IEDB/IMGT. (1) The peptide sequence is YVILKDPRI. The MHC is HLA-A02:03 with pseudo-sequence HLA-A02:03. The binding affinity (normalized) is 0.509. (2) The peptide sequence is MEAQFLYLY. The MHC is HLA-B44:02 with pseudo-sequence HLA-B44:02. The binding affinity (normalized) is 0.929. (3) The peptide sequence is KGFTDADNTW. The MHC is HLA-B15:01 with pseudo-sequence HLA-B15:01. The binding affinity (normalized) is 0.209. (4) The peptide sequence is ASAHVRQSEY. The MHC is HLA-A30:02 with pseudo-sequence HLA-A30:02. The binding affinity (normalized) is 0.838. (5) The peptide sequence is MVMTTTANW. The MHC is HLA-B53:01 with pseudo-sequence HLA-B53:01. The binding affinity (normalized) is 0.885.